From a dataset of Catalyst prediction with 721,799 reactions and 888 catalyst types from USPTO. Predict which catalyst facilitates the given reaction. Reactant: [C:1]([OH:8])(=[O:7])/[CH:2]=[CH:3]/[C:4]([OH:6])=[O:5].[Cl:9][C:10]1[CH:17]=[CH:16][C:13]([C:14]#[N:15])=[C:12]([O:18][C:19]2[CH:24]=[CH:23][CH:22]=[C:21]([CH2:25][N:26]([CH3:28])[CH3:27])[C:20]=2[S:29][CH2:30][CH3:31])[CH:11]=1. Product: [C:1]([OH:8])(=[O:7])/[CH:2]=[CH:3]/[C:4]([OH:6])=[O:5].[Cl:9][C:10]1[CH:17]=[CH:16][C:13]([C:14]#[N:15])=[C:12]([O:18][C:19]2[CH:24]=[CH:23][CH:22]=[C:21]([CH2:25][N:26]([CH3:27])[CH3:28])[C:20]=2[S:29]([CH2:30][CH3:31])=[O:5])[CH:11]=1. The catalyst class is: 5.